This data is from Full USPTO retrosynthesis dataset with 1.9M reactions from patents (1976-2016). The task is: Predict the reactants needed to synthesize the given product. (1) The reactants are: O1CCCCC1[O:7][CH:8]([C:21]1[CH:26]=[CH:25][C:24]([C:27]([CH3:30])([CH3:29])[CH3:28])=[CH:23][CH:22]=1)[CH2:9][O:10][C:11]1[C:20]2[C:15](=[CH:16][CH:17]=[CH:18][CH:19]=2)[N:14]=[CH:13][N:12]=1.C1(C)C=CC(S([O-])(=O)=O)=CC=1.[NH+]1C=CC=CC=1. Given the product [OH:7][CH:8]([C:21]1[CH:22]=[CH:23][C:24]([C:27]([CH3:30])([CH3:29])[CH3:28])=[CH:25][CH:26]=1)[CH2:9][O:10][C:11]1[C:20]2[C:15](=[CH:16][CH:17]=[CH:18][CH:19]=2)[N:14]=[CH:13][N:12]=1, predict the reactants needed to synthesize it. (2) Given the product [CH3:1][O:2][C:3]1[CH:12]=[C:11]([O:13][CH3:14])[CH:10]=[C:9]2[C:4]=1[C:5]([O:15][C:16]1[CH:21]=[CH:20][C:19]([NH2:22])=[CH:18][CH:17]=1)=[CH:6][CH:7]=[N:8]2, predict the reactants needed to synthesize it. The reactants are: [CH3:1][O:2][C:3]1[CH:12]=[C:11]([O:13][CH3:14])[CH:10]=[C:9]2[C:4]=1[C:5]([O:15][C:16]1[CH:21]=[CH:20][C:19]([N+:22]([O-])=O)=[CH:18][CH:17]=1)=[CH:6][CH:7]=[N:8]2.[Cl-].[NH4+]. (3) Given the product [F:21][C:22]1[N:27]=[CH:26][C:25]([O:1][CH2:2][C@H:3]([N:5]2[C:13]3[C:8](=[C:9]([C:16]([F:19])([F:17])[F:18])[C:10]([C:14]#[N:15])=[CH:11][CH:12]=3)[CH:7]=[C:6]2[CH3:20])[CH3:4])=[CH:24][CH:23]=1, predict the reactants needed to synthesize it. The reactants are: [OH:1][CH2:2][C@H:3]([N:5]1[C:13]2[C:8](=[C:9]([C:16]([F:19])([F:18])[F:17])[C:10]([C:14]#[N:15])=[CH:11][CH:12]=2)[CH:7]=[C:6]1[CH3:20])[CH3:4].[F:21][C:22]1[N:27]=[CH:26][C:25](O)=[CH:24][CH:23]=1. (4) Given the product [CH2:24]([O:23][C:21]([C:14]1([CH2:15][C:16]([O:18][CH2:19][CH3:20])=[O:17])[O:1][N:2]([CH3:13])[C:3]([C:4]2[CH:9]=[CH:8][CH:7]=[CH:6][C:5]=2[O:10][CH3:11])=[N:12]1)=[O:22])[CH3:25], predict the reactants needed to synthesize it. The reactants are: [OH:1][N:2]([CH3:13])[C:3](=[NH:12])[C:4]1[CH:9]=[CH:8][CH:7]=[CH:6][C:5]=1[O:10][CH3:11].[C:14]([C:21]([O:23][CH2:24][CH3:25])=[O:22])#[C:15][C:16]([O:18][CH2:19][CH3:20])=[O:17]. (5) Given the product [O:11]=[C:12]1[CH2:16][O:15][CH2:14][CH:13]1[NH:17][C:18](=[O:24])[O:19][C:20]([CH3:22])([CH3:21])[CH3:23], predict the reactants needed to synthesize it. The reactants are: C(Cl)(=O)C(Cl)=O.CS(C)=O.[OH:11][C@@H:12]1[CH2:16][O:15][CH2:14][C@H:13]1[NH:17][C:18](=[O:24])[O:19][C:20]([CH3:23])([CH3:22])[CH3:21].C(N(CC)CC)C. (6) The reactants are: [CH2:1]([C@@H:8]1[CH2:12][O:11][C:10](=[O:13])[N:9]1[C:14]1[CH:23]=[CH:22][C:17]([C:18](OC)=[O:19])=[CH:16][CH:15]=1)[C:2]1[CH:7]=[CH:6][CH:5]=[CH:4][CH:3]=1.[OH-].[Na+].Cl.[CH3:27][C:28]1[CH:33]=[C:32]([CH3:34])[CH:31]=[CH:30][C:29]=1[N:35]1[CH2:40][CH2:39][NH:38][CH2:37][CH2:36]1.O.[Cl-].COC1N=C(OC)N=C([N+]2(C)CCOCC2)N=1. Given the product [CH2:1]([C@@H:8]1[CH2:12][O:11][C:10](=[O:13])[N:9]1[C:14]1[CH:15]=[CH:16][C:17]([C:18]([N:38]2[CH2:39][CH2:40][N:35]([C:29]3[CH:30]=[CH:31][C:32]([CH3:34])=[CH:33][C:28]=3[CH3:27])[CH2:36][CH2:37]2)=[O:19])=[CH:22][CH:23]=1)[C:2]1[CH:7]=[CH:6][CH:5]=[CH:4][CH:3]=1, predict the reactants needed to synthesize it. (7) Given the product [NH3:1].[CH2:42]([Cl:44])[Cl:43].[N:1]1([CH2:7][CH2:8][CH2:9][O:10][C:11]2[CH:18]=[CH:17][CH:16]=[CH:15][C:12]=2[CH2:13][NH:19][C:20]2[CH:25]=[CH:24][CH:23]=[CH:22][N:21]=2)[CH2:6][CH2:5][CH2:4][CH2:3][CH2:2]1, predict the reactants needed to synthesize it. The reactants are: [N:1]1([CH2:7][CH2:8][CH2:9][O:10][C:11]2[CH:18]=[CH:17][CH:16]=[CH:15][C:12]=2[CH:13]=O)[CH2:6][CH2:5][CH2:4][CH2:3][CH2:2]1.[NH2:19][C:20]1[CH:25]=[CH:24][CH:23]=[CH:22][N:21]=1.C(O[BH-](OC(=O)C)OC(=O)C)(=O)C.[Na+].[OH-].[Na+].[CH2:42]([Cl:44])[Cl:43]. (8) Given the product [Br:1][C:2]1[CH:3]=[CH:4][C:5]([C:8]2[N:12]([CH:13]3[CH2:14][CH2:15]3)[C:11](=[O:16])[N:10]([CH2:18][C:19]([O:21][CH2:22][CH3:23])=[O:20])[CH:9]=2)=[CH:6][CH:7]=1, predict the reactants needed to synthesize it. The reactants are: [Br:1][C:2]1[CH:7]=[CH:6][C:5]([C:8]2[N:12]([CH:13]3[CH2:15][CH2:14]3)[C:11](=[O:16])[NH:10][CH:9]=2)=[CH:4][CH:3]=1.Cl[CH2:18][C:19]([O:21][CH2:22][CH3:23])=[O:20].C(=O)([O-])[O-].[K+].[K+].